This data is from Reaction yield outcomes from USPTO patents with 853,638 reactions. The task is: Predict the reaction yield, written as a fraction of the theoretical maximum amount of product (1.0 means a 100% yield; for example, 0.34 means a 34% yield). (1) The reactants are [Cl:1][C:2]1[CH:7]=[CH:6][CH:5]=[CH:4][C:3]=1/[CH:8]=[CH:9]/[CH3:10].CC[C@H]1[C@H]2C[C@H]([C@H](OC3C4C(=CC=CC=4)C(O[C@H](C4C=CN=C5C=4C=C(OC)C=C5)[C@@H]4N5C[C@H](CC)[C@@H](CC5)C4)=NN=3)C3C=CN=C4C=3C=C([O:32]C)C=C4)N(CC2)C1.CS(N)(=O)=O.CC(O)(C)C.[OH2:79]. No catalyst specified. The product is [Cl:1][C:2]1[CH:7]=[CH:6][CH:5]=[CH:4][C:3]=1[C@@H:8]([OH:32])[C@H:9]([OH:79])[CH3:10]. The yield is 0.900. (2) The reactants are [CH2:1]([O:8][C:9]1[CH:10]=[CH:11][C:12]([OH:17])=[C:13]([CH:16]=1)[CH:14]=[O:15])[C:2]1[CH:7]=[CH:6][CH:5]=[CH:4][CH:3]=1.Br[C:19]([CH3:26])([CH3:25])[C:20]([O:22][CH2:23][CH3:24])=[O:21].C(=O)([O-])[O-].[Cs+].[Cs+]. The catalyst is CN(C=O)C.CCOC(C)=O.C(=O)([O-])[O-].[Cs+].[Cs+]. The product is [CH2:23]([O:22][C:20](=[O:21])[C:19]([O:17][C:12]1[CH:11]=[CH:10][C:9]([O:8][CH2:1][C:2]2[CH:3]=[CH:4][CH:5]=[CH:6][CH:7]=2)=[CH:16][C:13]=1[CH:14]=[O:15])([CH3:26])[CH3:25])[CH3:24]. The yield is 0.830. (3) The reactants are Cl[CH2:2][CH:3]1[CH2:12][C:11]2[C:6](=[CH:7][CH:8]=[CH:9][CH:10]=2)[C:5](=[O:13])[N:4]1[CH:14]([CH3:17])[CH2:15]Cl.C([O-])([O-])=O.[K+].[K+].[CH2:24]([NH2:31])[C:25]1[CH:30]=[CH:29][CH:28]=[CH:27][CH:26]=1.CCOCC. The catalyst is COCCOCCOC.CCOC(C)=O.O. The product is [CH2:24]([N:31]1[CH2:15][CH:14]([CH3:17])[N:4]2[C:5](=[O:13])[C:6]3[CH:7]=[CH:8][CH:9]=[CH:10][C:11]=3[CH2:12][CH:3]2[CH2:2]1)[C:25]1[CH:30]=[CH:29][CH:28]=[CH:27][CH:26]=1. The yield is 0.520. (4) The reactants are [CH3:1][NH2:2].[Br:3][C:4]1[C:13]([O:14][CH3:15])=[CH:12][CH:11]=[C:10]2[C:5]=1[CH:6]=[CH:7][C:8]([CH:16]=O)=[CH:9]2.[O-]S([O-])(=O)=O.[Mg+2]. The catalyst is C(O)C.C(Cl)Cl. The product is [Br:3][C:4]1[C:13]([O:14][CH3:15])=[CH:12][CH:11]=[C:10]2[C:5]=1[CH:6]=[CH:7][C:8]([CH:16]=[N:2][CH3:1])=[CH:9]2. The yield is 1.00. (5) The reactants are [F:1][C:2]1[CH:7]=[CH:6][C:5]([NH:8][C:9]([C:11]2([C:14]([NH:16][C:17]3[CH:22]=[CH:21][C:20]([O:23][C:24]4[C:33]5[C:28](=[CH:29][C:30]([OH:36])=[C:31]([O:34][CH3:35])[CH:32]=5)[N:27]=[CH:26][CH:25]=4)=[C:19]([F:37])[CH:18]=3)=[O:15])[CH2:13][CH2:12]2)=[O:10])=[CH:4][CH:3]=1.[CH2:38]([N:40]([CH2:44][CH3:45])[CH2:41][CH2:42]O)[CH3:39].C1C=CC(P(C2C=CC=CC=2)C2C=CC=CC=2)=CC=1.CC(OC(/N=N/C(OC(C)C)=O)=O)C. The catalyst is C(Cl)Cl. The product is [CH2:38]([N:40]([CH2:44][CH3:45])[CH2:41][CH2:42][O:36][C:30]1[CH:29]=[C:28]2[C:33]([C:24]([O:23][C:20]3[CH:21]=[CH:22][C:17]([NH:16][C:14]([C:11]4([C:9]([NH:8][C:5]5[CH:6]=[CH:7][C:2]([F:1])=[CH:3][CH:4]=5)=[O:10])[CH2:12][CH2:13]4)=[O:15])=[CH:18][C:19]=3[F:37])=[CH:25][CH:26]=[N:27]2)=[CH:32][C:31]=1[O:34][CH3:35])[CH3:39]. The yield is 0.340. (6) The reactants are C(OC(=O)NCCCN(C(=O)C1C=CC(C)=CC=1)C(C1NC(=O)C2=CC=CN2N=1)CC)(C)(C)C.[C:35]([O:39][C:40](=[O:76])[NH:41][CH2:42][CH2:43][CH2:44][N:45]([CH:55]([C:58]1[N:63]([CH2:64][C:65]2C=CC(F)=[CH:67][CH:66]=2)[C:62](=[O:72])[C:61]2=[CH:73][CH:74]=[CH:75][N:60]2[N:59]=1)[CH2:56][CH3:57])[C:46](=[O:54])[C:47]1[CH:52]=[CH:51][C:50]([CH3:53])=[CH:49][CH:48]=1)([CH3:38])([CH3:37])[CH3:36].BrC1(C)CC1. No catalyst specified. The product is [C:35]([O:39][C:40](=[O:76])[NH:41][CH2:42][CH2:43][CH2:44][N:45]([CH:55]([C:58]1[N:63]([CH2:64][CH:65]2[CH2:66][CH2:67]2)[C:62](=[O:72])[C:61]2=[CH:73][CH:74]=[CH:75][N:60]2[N:59]=1)[CH2:56][CH3:57])[C:46](=[O:54])[C:47]1[CH:52]=[CH:51][C:50]([CH3:53])=[CH:49][CH:48]=1)([CH3:36])([CH3:37])[CH3:38]. The yield is 0.170. (7) The product is [CH2:55]([NH:54][C:32](=[O:33])[C:31]1[CH:35]=[CH:36][C:28]([NH:27][C:25](=[O:26])[NH:24][C:21]2[CH:22]=[CH:23][C:18]([C:9]3[N:10]=[C:11]([N:12]4[CH2:13][CH2:14][O:15][CH2:16][CH2:17]4)[C:6]4[N:5]=[N:4][N:3]([CH2:1][CH3:2])[C:7]=4[N:8]=3)=[CH:19][CH:20]=2)=[CH:29][CH:30]=1)[CH2:56][CH2:57][CH3:58]. The yield is 0.540. The reactants are [CH2:1]([N:3]1[C:7]2[N:8]=[C:9]([C:18]3[CH:23]=[CH:22][C:21]([NH:24][C:25]([NH:27][C:28]4[CH:36]=[CH:35][C:31]([C:32](O)=[O:33])=[CH:30][CH:29]=4)=[O:26])=[CH:20][CH:19]=3)[N:10]=[C:11]([N:12]3[CH2:17][CH2:16][O:15][CH2:14][CH2:13]3)[C:6]=2[N:5]=[N:4]1)[CH3:2].CCN(C(C)C)C(C)C.CN(C(O[N:54]1N=N[C:56]2[CH:57]=[CH:58]C=C[C:55]1=2)=[N+](C)C)C.F[P-](F)(F)(F)(F)F.C(N)CCC. The catalyst is CN1C(=O)CCC1.